This data is from NCI-60 drug combinations with 297,098 pairs across 59 cell lines. The task is: Regression. Given two drug SMILES strings and cell line genomic features, predict the synergy score measuring deviation from expected non-interaction effect. (1) Drug 1: CC1=CC=C(C=C1)C2=CC(=NN2C3=CC=C(C=C3)S(=O)(=O)N)C(F)(F)F. Drug 2: CC12CCC3C(C1CCC2O)C(CC4=C3C=CC(=C4)O)CCCCCCCCCS(=O)CCCC(C(F)(F)F)(F)F. Cell line: CAKI-1. Synergy scores: CSS=2.57, Synergy_ZIP=-0.323, Synergy_Bliss=0.905, Synergy_Loewe=-4.14, Synergy_HSA=-2.05. (2) Drug 1: CC12CCC3C(C1CCC2=O)CC(=C)C4=CC(=O)C=CC34C. Drug 2: CC12CCC3C(C1CCC2OP(=O)(O)O)CCC4=C3C=CC(=C4)OC(=O)N(CCCl)CCCl.[Na+]. Cell line: SNB-19. Synergy scores: CSS=3.29, Synergy_ZIP=-11.3, Synergy_Bliss=-21.1, Synergy_Loewe=-27.6, Synergy_HSA=-20.4. (3) Drug 1: C1CN1C2=NC(=NC(=N2)N3CC3)N4CC4. Drug 2: CCC1(CC2CC(C3=C(CCN(C2)C1)C4=CC=CC=C4N3)(C5=C(C=C6C(=C5)C78CCN9C7C(C=CC9)(C(C(C8N6C)(C(=O)OC)O)OC(=O)C)CC)OC)C(=O)OC)O.OS(=O)(=O)O. Cell line: SW-620. Synergy scores: CSS=14.1, Synergy_ZIP=-6.23, Synergy_Bliss=4.24, Synergy_Loewe=-2.06, Synergy_HSA=-1.72. (4) Drug 1: CC1=C2C(C(=O)C3(C(CC4C(C3C(C(C2(C)C)(CC1OC(=O)C(C(C5=CC=CC=C5)NC(=O)OC(C)(C)C)O)O)OC(=O)C6=CC=CC=C6)(CO4)OC(=O)C)O)C)O. Drug 2: CCN(CC)CCCC(C)NC1=C2C=C(C=CC2=NC3=C1C=CC(=C3)Cl)OC. Cell line: HS 578T. Synergy scores: CSS=34.7, Synergy_ZIP=0.737, Synergy_Bliss=1.51, Synergy_Loewe=-59.4, Synergy_HSA=2.24. (5) Drug 1: CC1CCC2CC(C(=CC=CC=CC(CC(C(=O)C(C(C(=CC(C(=O)CC(OC(=O)C3CCCCN3C(=O)C(=O)C1(O2)O)C(C)CC4CCC(C(C4)OC)O)C)C)O)OC)C)C)C)OC. Drug 2: C1CNP(=O)(OC1)N(CCCl)CCCl. Cell line: SN12C. Synergy scores: CSS=15.3, Synergy_ZIP=-7.75, Synergy_Bliss=-4.42, Synergy_Loewe=-65.1, Synergy_HSA=-3.07.